This data is from Forward reaction prediction with 1.9M reactions from USPTO patents (1976-2016). The task is: Predict the product of the given reaction. (1) Given the reactants Br[C:2]1[CH:3]=[C:4]([S:8]([NH:11][C:12]2[CH:17]=[CH:16][CH:15]=[CH:14][C:13]=2[CH2:18][C:19]([O:21]C(C)(C)C)=[O:20])(=[O:10])=[O:9])[CH:5]=[CH:6][CH:7]=1.[F:26][C:27]1[CH:28]=[C:29]([CH:39]=[C:40](B2OC(C)(C)C(C)(C)O2)[CH:41]=1)[CH2:30][NH:31]C(=O)OC(C)(C)C.C(O)(C(F)(F)F)=O.C(Cl)Cl, predict the reaction product. The product is: [NH2:31][CH2:30][C:29]1[CH:39]=[C:40]([C:2]2[CH:7]=[CH:6][CH:5]=[C:4]([S:8]([NH:11][C:12]3[CH:17]=[CH:16][CH:15]=[CH:14][C:13]=3[CH2:18][C:19]([OH:21])=[O:20])(=[O:10])=[O:9])[CH:3]=2)[CH:41]=[C:27]([F:26])[CH:28]=1. (2) Given the reactants Cl[C:2]1[C:3]2[C:10]([C:11]3[CH:16]=[CH:15][C:14]([O:17][CH2:18][CH2:19][N:20]4[CH2:25][CH2:24][N:23]([CH3:26])[CH2:22][CH2:21]4)=[C:13]([Cl:27])[C:12]=3[CH3:28])=[C:9]([C:29]([OH:31])=[O:30])[S:8][C:4]=2[N:5]=[CH:6][N:7]=1.[OH:32][C@H:33]([CH2:39][C:40]1[CH:45]=[CH:44][CH:43]=[CH:42][C:41]=1[O:46][CH3:47])[C:34]([O:36][CH2:37][CH3:38])=[O:35].C(=O)([O-])[O-].[Cs+].[Cs+].Cl, predict the reaction product. The product is: [Cl:27][C:13]1[C:12]([CH3:28])=[C:11]([C:10]2[C:3]3[C:2]([O:32][C@H:33]([CH2:39][C:40]4[CH:45]=[CH:44][CH:43]=[CH:42][C:41]=4[O:46][CH3:47])[C:34]([O:36][CH2:37][CH3:38])=[O:35])=[N:7][CH:6]=[N:5][C:4]=3[S:8][C:9]=2[C:29]([OH:31])=[O:30])[CH:16]=[CH:15][C:14]=1[O:17][CH2:18][CH2:19][N:20]1[CH2:21][CH2:22][N:23]([CH3:26])[CH2:24][CH2:25]1.